Dataset: Reaction yield outcomes from USPTO patents with 853,638 reactions. Task: Predict the reaction yield, written as a fraction of the theoretical maximum amount of product (1.0 means a 100% yield; for example, 0.34 means a 34% yield). (1) The reactants are [F:1][C:2]1[CH:7]=[CH:6][CH:5]=[C:4]([F:8])[C:3]=1[N:9]1[C:14]2[N:15]=[C:16]([NH:34][CH2:35][C:36]3[NH:37][CH:38]=[CH:39][N:40]=3)[N:17]=[C:18]([C:19]3[CH:20]=[C:21]([CH:30]=[CH:31][C:32]=3[CH3:33])[C:22]([NH:24][C:25]3[S:26][CH:27]=[CH:28][N:29]=3)=[O:23])[C:13]=2[CH:12]=[CH:11][C:10]1=[O:41].[CH3:42][S:43]([OH:46])(=[O:45])=[O:44]. The catalyst is C(#N)C. The product is [CH3:42][S:43]([OH:46])(=[O:45])=[O:44].[F:1][C:2]1[CH:7]=[CH:6][CH:5]=[C:4]([F:8])[C:3]=1[N:9]1[C:14]2[N:15]=[C:16]([NH:34][CH2:35][C:36]3[NH:40][CH:39]=[CH:38][N:37]=3)[N:17]=[C:18]([C:19]3[CH:20]=[C:21]([CH:30]=[CH:31][C:32]=3[CH3:33])[C:22]([NH:24][C:25]3[S:26][CH:27]=[CH:28][N:29]=3)=[O:23])[C:13]=2[CH:12]=[CH:11][C:10]1=[O:41]. The yield is 0.708. (2) The reactants are Br[C:2]1[N:10]([CH2:11][CH2:12][CH:13]([CH3:15])[CH3:14])[C:9]2[C:8](=[O:16])[N:7]([CH2:17][CH2:18][CH2:19][O:20][Si](C(C)(C)C)(C)C)[C:6](=[O:28])[N:5]([CH3:29])[C:4]=2[N:3]=1.[F:30][C:31]1[CH:32]=[C:33]([OH:37])[CH:34]=[CH:35][CH:36]=1.C(=O)([O-])[O-].[K+].[K+].Cl. The catalyst is CN(C=O)C.O. The product is [F:30][C:31]1[CH:32]=[C:33]([CH:34]=[CH:35][CH:36]=1)[O:37][C:2]1[N:10]([CH2:11][CH2:12][CH:13]([CH3:14])[CH3:15])[C:9]2[C:8](=[O:16])[N:7]([CH2:17][CH2:18][CH2:19][OH:20])[C:6](=[O:28])[N:5]([CH3:29])[C:4]=2[N:3]=1. The yield is 0.480. (3) The reactants are [CH2:1]([C:3]1[N:4]([C:28]2[CH:33]=[CH:32][C:31]([O:34]C)=[CH:30][CH:29]=2)[C:5](=[O:27])[C:6]([CH2:12][C:13]2[CH:18]=[CH:17][C:16]([C:19]3[C:20]([C:25]#[N:26])=[CH:21][CH:22]=[CH:23][CH:24]=3)=[CH:15][CH:14]=2)=[C:7]([CH2:9][CH2:10][CH3:11])[N:8]=1)[CH3:2].B(Br)(Br)Br.C(OCC)(=O)C.O. The catalyst is ClCCl. The product is [CH2:1]([C:3]1[N:4]([C:28]2[CH:33]=[CH:32][C:31]([OH:34])=[CH:30][CH:29]=2)[C:5](=[O:27])[C:6]([CH2:12][C:13]2[CH:18]=[CH:17][C:16]([C:19]3[C:20]([C:25]#[N:26])=[CH:21][CH:22]=[CH:23][CH:24]=3)=[CH:15][CH:14]=2)=[C:7]([CH2:9][CH2:10][CH3:11])[N:8]=1)[CH3:2]. The yield is 0.870. (4) The reactants are [NH:1]1[CH2:6][CH2:5][CH2:4][CH2:3][CH:2]1[CH2:7][CH2:8][O:9][C:10]1[CH:11]=[C:12]([C:16]2[C:24]3[C:19](=[CH:20][CH:21]=[C:22]([C:25]([NH2:27])=[O:26])[CH:23]=3)[N:18](C3CCCCO3)[N:17]=2)[CH:13]=[CH:14][CH:15]=1. The catalyst is Cl.O1CCOCC1. The product is [NH:1]1[CH2:6][CH2:5][CH2:4][CH2:3][CH:2]1[CH2:7][CH2:8][O:9][C:10]1[CH:11]=[C:12]([C:16]2[C:24]3[C:19](=[CH:20][CH:21]=[C:22]([C:25]([NH2:27])=[O:26])[CH:23]=3)[NH:18][N:17]=2)[CH:13]=[CH:14][CH:15]=1. The yield is 0.130.